This data is from Forward reaction prediction with 1.9M reactions from USPTO patents (1976-2016). The task is: Predict the product of the given reaction. (1) Given the reactants [NH2:1][C:2]1[S:3][C:4]2[CH:10]=[C:9]([Br:11])[CH:8]=[C:7]([O:12][CH2:13][P:14]([O:19]CC)([O:16]CC)=[O:15])[C:5]=2[N:6]=1.C[Si](Br)(C)C, predict the reaction product. The product is: [NH2:1][C:2]1[S:3][C:4]2[CH:10]=[C:9]([Br:11])[CH:8]=[C:7]([O:12][CH2:13][P:14]([OH:19])([OH:16])=[O:15])[C:5]=2[N:6]=1. (2) Given the reactants [CH3:1][C:2]([CH:17]1[CH2:22][CH2:21][NH:20][CH2:19][CH2:18]1)([S:4]([C:7]1[CH:12]=[CH:11][CH:10]=[C:9]([C:13]([F:16])([F:15])[F:14])[CH:8]=1)(=[O:6])=[O:5])[CH3:3].[CH:23]1([S:26]([C:29]2[N:37]=[C:36]([C:38]([F:41])([F:40])[F:39])[CH:35]=[CH:34][C:30]=2[C:31](O)=[O:32])(=[O:28])=[O:27])[CH2:25][CH2:24]1.CN([P+](ON1N=NC2C=CC=CC1=2)(N(C)C)N(C)C)C.F[P-](F)(F)(F)(F)F.C(N(C(C)C)CC)(C)C, predict the reaction product. The product is: [CH:23]1([S:26]([C:29]2[C:30]([C:31]([N:20]3[CH2:21][CH2:22][CH:17]([C:2]([CH3:1])([S:4]([C:7]4[CH:12]=[CH:11][CH:10]=[C:9]([C:13]([F:14])([F:16])[F:15])[CH:8]=4)(=[O:5])=[O:6])[CH3:3])[CH2:18][CH2:19]3)=[O:32])=[CH:34][CH:35]=[C:36]([C:38]([F:41])([F:40])[F:39])[N:37]=2)(=[O:27])=[O:28])[CH2:25][CH2:24]1. (3) Given the reactants [CH2:1]([CH:3]1[C:12]2[C:8](=[CH:9][N:10]([CH2:13][C:14]3[CH:19]=[CH:18][C:17]([O:20][CH3:21])=[CH:16][CH:15]=3)[N:11]=2)[C:7]2[N:22]=[C:23]([NH2:25])[S:24][C:6]=2[CH2:5][O:4]1)[CH3:2].Cl[C:27]1[N:32]=[C:31]([CH3:33])[CH:30]=[CH:29][N:28]=1.CC1(C)C2C(=C(P(C3C=CC=CC=3)C3C=CC=CC=3)C=CC=2)OC2C(P(C3C=CC=CC=3)C3C=CC=CC=3)=CC=CC1=2.C([O-])([O-])=O.[Cs+].[Cs+], predict the reaction product. The product is: [CH2:1]([CH:3]1[C:12]2[C:8](=[CH:9][N:10]([CH2:13][C:14]3[CH:15]=[CH:16][C:17]([O:20][CH3:21])=[CH:18][CH:19]=3)[N:11]=2)[C:7]2[N:22]=[C:23]([NH:25][C:27]3[N:32]=[C:31]([CH3:33])[CH:30]=[CH:29][N:28]=3)[S:24][C:6]=2[CH2:5][O:4]1)[CH3:2]. (4) The product is: [Br:15][CH2:2][C:1]([C:4]1[N:9]=[CH:8][C:7]([NH:10][S:11]([CH3:14])(=[O:12])=[O:13])=[CH:6][CH:5]=1)=[O:3]. Given the reactants [C:1]([C:4]1[N:9]=[CH:8][C:7]([NH:10][S:11]([CH3:14])(=[O:13])=[O:12])=[CH:6][CH:5]=1)(=[O:3])[CH3:2].[Br:15]Br, predict the reaction product. (5) Given the reactants Br[CH2:2][CH2:3][C:4]1[CH:9]=[CH:8][C:7]([N+:10]([O-:12])=[O:11])=[CH:6][CH:5]=1.Cl.[CH3:14][NH:15][CH3:16].C([O-])([O-])=O.[K+].[K+], predict the reaction product. The product is: [CH3:14][N:15]([CH3:16])[CH2:2][CH2:3][C:4]1[CH:9]=[CH:8][C:7]([N+:10]([O-:12])=[O:11])=[CH:6][CH:5]=1. (6) Given the reactants [CH:1](=[O:3])[CH3:2].[N+:4](/[CH:7]=[CH:8]/[C:9]1[CH:14]=[CH:13][CH:12]=[CH:11][CH:10]=1)([O-:6])=[O:5].CCOCC.[Na+].[Cl-], predict the reaction product. The product is: [N+:4]([CH2:7][C@@H:8]([C:9]1[CH:14]=[CH:13][CH:12]=[CH:11][CH:10]=1)[C:1](=[O:3])[CH3:2])([O-:6])=[O:5]. (7) Given the reactants [OH-].[Na+].[I:3][C:4]1[C:5]([C:18]([O:20]CC)=[O:19])=[N:6][N:7]([CH2:9][C:10]2[CH:15]=[CH:14][C:13]([O:16][CH3:17])=[CH:12][CH:11]=2)[CH:8]=1.[I:23][C:24]1[CH:25]=[N:26][N:27]([CH2:34][C:35]2[CH:40]=[CH:39][C:38]([O:41][CH3:42])=[CH:37][CH:36]=2)[C:28]=1[C:29]([O:31]CC)=[O:30], predict the reaction product. The product is: [I:3][C:4]1[C:5]([C:18]([OH:20])=[O:19])=[N:6][N:7]([CH2:9][C:10]2[CH:11]=[CH:12][C:13]([O:16][CH3:17])=[CH:14][CH:15]=2)[CH:8]=1.[I:23][C:24]1[CH:25]=[N:26][N:27]([CH2:34][C:35]2[CH:40]=[CH:39][C:38]([O:41][CH3:42])=[CH:37][CH:36]=2)[C:28]=1[C:29]([OH:31])=[O:30]. (8) Given the reactants [CH3:1][C:2]([O:7][SiH2:8][O:9][C:10]([CH3:15])([CH2:12][CH:13]=[CH2:14])[CH3:11])([CH2:4][CH:5]=[CH2:6])[CH3:3].B(C1C(F)=C(F)C(F)=C(F)C=1F)(C1C(F)=C(F)C(F)=C(F)C=1F)C1C(F)=C(F)C(F)=C(F)C=1F, predict the reaction product. The product is: [CH3:3][C:2]1([CH3:1])[CH2:4][CH2:5][CH2:6][Si:8]2([CH2:14][CH2:13][CH2:12][C:10]([CH3:15])([CH3:11])[O:9]2)[O:7]1. (9) The product is: [C:23]([C@H:21]([NH:22][C:2]1[C:11]([C:12]([OH:14])=[O:13])=[CH:10][C:9]2[C:4](=[CH:5][CH:6]=[C:7]([Cl:15])[CH:8]=2)[N:3]=1)[CH2:20][C:19]1[C:26]2[C:31](=[CH:30][CH:29]=[CH:28][CH:27]=2)[N:17]([CH3:16])[CH:18]=1)([OH:25])=[O:24]. Given the reactants Cl[C:2]1[C:11]([C:12]([OH:14])=[O:13])=[CH:10][C:9]2[C:4](=[CH:5][CH:6]=[C:7]([Cl:15])[CH:8]=2)[N:3]=1.[CH3:16][N:17]1[C:31]2[C:26](=[CH:27][CH:28]=[CH:29][CH:30]=2)[C:19]([CH2:20][C@H:21]([C:23]([OH:25])=[O:24])[NH2:22])=[CH:18]1, predict the reaction product.